Task: Predict which catalyst facilitates the given reaction.. Dataset: Catalyst prediction with 721,799 reactions and 888 catalyst types from USPTO (1) Reactant: [CH3:1][C:2]1[CH:10]=[CH:9][CH:8]=[C:7]([CH3:11])[C:3]=1[C:4](O)=[O:5]. Product: [CH3:1][C:2]1[CH:10]=[CH:9][CH:8]=[C:7]([CH3:11])[C:3]=1[CH2:4][OH:5]. The catalyst class is: 1. (2) Reactant: [Cl:1][C:2]1[CH:7]=[CH:6][C:5]([N:8]2[C:13](=[O:14])[C:12]3[CH:15]=[N:16][N:17]([C:18]4[CH:19]=[C:20]([CH:23]=[CH:24][CH:25]=4)[C:21]#[N:22])[C:11]=3[N:10]=[C:9]2[C:26]2[CH:31]=[CH:30][C:29](B3OC(C)(C)C(C)(C)O3)=[CH:28][CH:27]=2)=[CH:4][CH:3]=1.[NH2:41][C:42]1[CH:47]=[CH:46][C:45](Br)=[CH:44][N:43]=1.C(=O)([O-])[O-].[Cs+].[Cs+]. Product: [NH2:41][C:42]1[N:43]=[CH:44][C:45]([C:29]2[CH:30]=[CH:31][C:26]([C:9]3[N:8]([C:5]4[CH:4]=[CH:3][C:2]([Cl:1])=[CH:7][CH:6]=4)[C:13](=[O:14])[C:12]4[CH:15]=[N:16][N:17]([C:18]5[CH:19]=[C:20]([CH:23]=[CH:24][CH:25]=5)[C:21]#[N:22])[C:11]=4[N:10]=3)=[CH:27][CH:28]=2)=[CH:46][CH:47]=1. The catalyst class is: 423. (3) Reactant: [Cl:1][C:2]1[C:11]([OH:12])=[CH:10][CH:9]=[C:8]2[C:3]=1[CH:4]=[N:5][C:6]([NH:13][C:14]1[CH:19]=[CH:18][C:17]([C:20]([N:22]3[CH2:27][CH2:26][O:25][CH2:24][CH2:23]3)=[O:21])=[CH:16][CH:15]=1)=[N:7]2.C1([O:34][S:35]([C:38]([F:41])([F:40])[F:39])(=O)=[O:36])C=CC=CC=1.CCN(C(C)C)C(C)C. Product: [F:39][C:38]([F:41])([F:40])[S:35]([O:12][C:11]1[C:2]([Cl:1])=[C:3]2[C:8](=[CH:9][CH:10]=1)[N:7]=[C:6]([NH:13][C:14]1[CH:19]=[CH:18][C:17]([C:20]([N:22]3[CH2:27][CH2:26][O:25][CH2:24][CH2:23]3)=[O:21])=[CH:16][CH:15]=1)[N:5]=[CH:4]2)(=[O:36])=[O:34]. The catalyst class is: 37.